Dataset: Catalyst prediction with 721,799 reactions and 888 catalyst types from USPTO. Task: Predict which catalyst facilitates the given reaction. (1) Reactant: [N:1]1([CH2:7][C:8]2[CH:22]=[CH:21][C:11]3[NH:12][C:13]([C:15]4[C:19]([NH2:20])=[CH:18][NH:17][N:16]=4)=[N:14][C:10]=3[CH:9]=2)[CH2:6][CH2:5][O:4][CH2:3][CH2:2]1.[C:23](N1C=CN=C1)(N1C=CN=C1)=[O:24]. The catalyst class is: 7. Product: [N:1]1([CH2:7][C:8]2[CH:9]=[C:10]3[C:11](=[CH:21][CH:22]=2)[N:12]=[C:13]2[N:14]3[C:23](=[O:24])[NH:20][C:19]3[C:15]2=[N:16][NH:17][CH:18]=3)[CH2:6][CH2:5][O:4][CH2:3][CH2:2]1. (2) Reactant: [CH3:1][C:2]1[N:7]=[C:6]2[S:8][C:9]3[CH2:14][CH2:13][CH2:12][CH2:11][C:10]=3[C:5]2=[C:4]([C:15]2[C:16]([CH3:26])=[C:17]3[C:22](=[C:23]([F:25])[CH:24]=2)[O:21][CH2:20][CH2:19][CH2:18]3)[C:3]=1[CH:27]([O:32][C:33]([CH3:36])([CH3:35])[CH3:34])[C:28]([O:30]C)=[O:29].[OH-].[Na+]. Product: [CH3:1][C:2]1[N:7]=[C:6]2[S:8][C:9]3[CH2:14][CH2:13][CH2:12][CH2:11][C:10]=3[C:5]2=[C:4]([C:15]2[C:16]([CH3:26])=[C:17]3[C:22](=[C:23]([F:25])[CH:24]=2)[O:21][CH2:20][CH2:19][CH2:18]3)[C:3]=1[CH:27]([O:32][C:33]([CH3:36])([CH3:35])[CH3:34])[C:28]([OH:30])=[O:29]. The catalyst class is: 5. (3) Reactant: [H-].[Na+].[C:3]([C:5]1[C:10]([C:11]2[NH:15][CH:14]=[C:13]([CH2:16][N:17]([CH3:25])[C:18](=[O:24])[O:19][C:20]([CH3:23])([CH3:22])[CH3:21])[CH:12]=2)=[CH:9][CH:8]=[CH:7][N:6]=1)#[N:4].C1OCCOCCOCCOCCOC1.[CH3:41][C:42]1[CH:47]=[CH:46][CH:45]=[CH:44][C:43]=1[S:48](Cl)(=[O:50])=[O:49].[Cl-].[NH4+]. Product: [C:3]([C:5]1[C:10]([C:11]2[N:15]([S:48]([C:43]3[CH:44]=[CH:45][CH:46]=[CH:47][C:42]=3[CH3:41])(=[O:50])=[O:49])[CH:14]=[C:13]([CH2:16][N:17]([CH3:25])[C:18](=[O:24])[O:19][C:20]([CH3:21])([CH3:22])[CH3:23])[CH:12]=2)=[CH:9][CH:8]=[CH:7][N:6]=1)#[N:4]. The catalyst class is: 7. (4) Reactant: [OH:1][C:2]1[C:3]([C:8]([OH:10])=[O:9])=[N:4][CH:5]=[CH:6][CH:7]=1.[CH2:11](O)[CH3:12].S(=O)(=O)(O)O. Product: [OH:1][C:2]1[C:3]([C:8]([O:10][CH2:11][CH3:12])=[O:9])=[N:4][CH:5]=[CH:6][CH:7]=1. The catalyst class is: 48. (5) Reactant: [S:1]([NH2:5])([NH2:4])(=[O:3])=[O:2].C1(P([CH:34]2[CH2:39][CH2:38]CCC2)C2C=CC=CC=2C2C(C(C)C)=CC(C(C)C)=CC=2C(C)C)CCCCC1.C(=O)([O-])[O-].[Cs+].[Cs+].Cl[C:47]1[CH:52]=[C:51]([O:53][CH3:54])[N:50]=[C:49]([S:55][CH2:56][C:57]2[CH:62]=[CH:61][CH:60]=[C:59]([F:63])[C:58]=2[F:64])[N:48]=1.O1[CH2:70][CH2:69]OCC1. Product: [F:64][C:58]1[C:59]([F:63])=[CH:60][CH:61]=[CH:62][C:57]=1[CH2:56][S:55][C:49]1[N:48]=[C:47]([NH:4][S:1]([N:5]2[CH2:70][CH2:69][N:50]([CH2:34][CH2:39][CH2:38][N:48]([CH3:49])[CH3:47])[CH2:51][CH2:52]2)(=[O:3])=[O:2])[CH:52]=[C:51]([O:53][CH3:54])[N:50]=1. The catalyst class is: 110. (6) Reactant: [Si:1]([O:8][C@@H:9]1[C@@H:16]2[N:12]([N:13]=[C:14]([C:21]3[CH:28]=[CH:27][C:24]([C:25]#[N:26])=[C:23]([Cl:29])[C:22]=3[CH3:30])[C@H:15]2[O:17][CH2:18][CH2:19]O)[CH2:11][CH2:10]1)([C:4]([CH3:7])([CH3:6])[CH3:5])([CH3:3])[CH3:2].CCN(S(F)(F)[F:37])CC. Product: [Si:1]([O:8][C@@H:9]1[C@@H:16]2[N:12]([N:13]=[C:14]([C:21]3[CH:28]=[CH:27][C:24]([C:25]#[N:26])=[C:23]([Cl:29])[C:22]=3[CH3:30])[C@H:15]2[O:17][CH2:18][CH2:19][F:37])[CH2:11][CH2:10]1)([C:4]([CH3:7])([CH3:6])[CH3:5])([CH3:3])[CH3:2]. The catalyst class is: 2. (7) Reactant: [Cl:1][C:2]1[CH:7]=[CH:6][C:5]([C:8]2[NH:9][NH:10][CH:11]([C:13]3[S:14][CH:15]=[CH:16][CH:17]=3)[CH:12]=2)=[CH:4][CH:3]=1. Product: [Cl:1][C:2]1[CH:3]=[CH:4][C:5]([C:8]2[CH:12]=[C:11]([C:13]3[S:14][CH:15]=[CH:16][CH:17]=3)[NH:10][N:9]=2)=[CH:6][CH:7]=1. The catalyst class is: 661. (8) Reactant: [C:1]([O:9][CH2:10][C:11]1[S:12][CH:13]=[C:14]([C:16]2[CH:24]=[CH:23][C:19]([C:20](O)=[O:21])=[CH:18][CH:17]=2)[N:15]=1)(=[O:8])[C:2]1[CH:7]=[CH:6][CH:5]=[CH:4][CH:3]=1.C(N1C=CN=C1)(N1C=CN=C1)=O.[BH4-].[Na+].C(=O)([O-])O.[Na+]. Product: [C:1]([O:9][CH2:10][C:11]1[S:12][CH:13]=[C:14]([C:16]2[CH:17]=[CH:18][C:19]([CH2:20][OH:21])=[CH:23][CH:24]=2)[N:15]=1)(=[O:8])[C:2]1[CH:7]=[CH:6][CH:5]=[CH:4][CH:3]=1. The catalyst class is: 54.